From a dataset of Retrosynthesis with 50K atom-mapped reactions and 10 reaction types from USPTO. Predict the reactants needed to synthesize the given product. (1) Given the product CC(=O)N1CCC(Cc2ccc3nc(Cl)nc(N4CCOCC4)c3n2)CC1, predict the reactants needed to synthesize it. The reactants are: Clc1nc(N2CCOCC2)c2nc(CC3CCNCC3)ccc2n1.On1nnc2ccccc21. (2) Given the product CCOC(=O)[C@H](Cc1ccccc1)NC(=O)[C@H](C)NC(=O)OCc1ccccc1, predict the reactants needed to synthesize it. The reactants are: CCOC(=O)[C@@H](N)Cc1ccccc1.C[C@H](NC(=O)OCc1ccccc1)C(=O)O. (3) The reactants are: CCOC(=O)c1c(C(=O)c2ccc(Cl)cc2Cl)oc2cc(-c3cccc(C)c3)ccc12. Given the product Cc1cccc(-c2ccc3c(C(=O)O)c(C(=O)c4ccc(Cl)cc4Cl)oc3c2)c1, predict the reactants needed to synthesize it. (4) Given the product COc1ccc(-c2ccc(NN)nc2)cc1, predict the reactants needed to synthesize it. The reactants are: COc1ccc(-c2ccc(Cl)nc2)cc1.NN. (5) The reactants are: COC(=O)c1ccc(C(=O)CBr)o1.NC(N)=S. Given the product COC(=O)c1ccc(-c2csc(N)n2)o1, predict the reactants needed to synthesize it.